This data is from hERG Central: cardiac toxicity at 1µM, 10µM, and general inhibition. The task is: Predict hERG channel inhibition at various concentrations. The molecule is COc1ccc(OCCN2CCN(C(=O)c3ccc(OC)cc3)CC2)cc1. Results: hERG_inhib (hERG inhibition (general)): blocker.